Dataset: KCNQ2 potassium channel screen with 302,405 compounds. Task: Binary Classification. Given a drug SMILES string, predict its activity (active/inactive) in a high-throughput screening assay against a specified biological target. (1) The molecule is Clc1c(n(nc1C)CC(O)=O)C. The result is 0 (inactive). (2) The molecule is S=C(Nc1cc([N+]([O-])=O)ccc1)NC(=O)c1ccccc1. The result is 0 (inactive). (3) The molecule is OC1CC(N(C1)C(=O)c1occc1)C(OC)=O. The result is 0 (inactive). (4) The molecule is Clc1ccc(S(=O)(=O)N2CCCCCC2)cc1. The result is 0 (inactive). (5) The drug is O(CC(=O)NC(Cc1c2c([nH]c1)cccc2)C(O)=O)c1cc2oc(=O)cc(c2cc1)c1ccc(OC)cc1. The result is 0 (inactive). (6) The molecule is Clc1ccc(N\N=C2\c3n(N=C2N)c(=O)c2CCCCc2n3)cc1. The result is 0 (inactive). (7) The drug is S(CC(=O)NC(C)(C)C)c1snc(SCC(=O)NC(C)(C)C)c1C#N. The result is 0 (inactive). (8) The compound is O1C(CCC1)CNC(=O)C(NC(=O)N1CCn2c1nc1c2cccc1)C(C)C. The result is 0 (inactive). (9) The compound is O=C(NCCc1cn(nc1)C)CCCn1nnnc1CN1CCC(CC1)C. The result is 0 (inactive).